Predict which catalyst facilitates the given reaction. From a dataset of Catalyst prediction with 721,799 reactions and 888 catalyst types from USPTO. Reactant: [F:1][C:2]([F:18])([F:17])[CH2:3][C:4]([NH:6][C:7]1[CH:12]=[CH:11][C:10]([O:13][CH3:14])=[CH:9][C:8]=1[CH:15]=O)=[O:5].C([O-])([O-])=O.[K+].[K+]. Product: [CH3:14][O:13][C:10]1[CH:9]=[C:8]2[C:7](=[CH:12][CH:11]=1)[NH:6][C:4](=[O:5])[C:3]([C:2]([F:18])([F:17])[F:1])=[CH:15]2. The catalyst class is: 31.